This data is from Acute oral toxicity (LD50) regression data from Zhu et al.. The task is: Regression/Classification. Given a drug SMILES string, predict its toxicity properties. Task type varies by dataset: regression for continuous values (e.g., LD50, hERG inhibition percentage) or binary classification for toxic/non-toxic outcomes (e.g., AMES mutagenicity, cardiotoxicity, hepatotoxicity). Dataset: ld50_zhu. (1) The molecule is C=CCOC(=O)CCCCCCC. The rat oral LD50 is 2.51, given as -log10 of the dose in mol/kg body weight (higher means more acutely toxic). (2) The drug is CC(CO)CCO. The rat oral LD50 is 1.28, given as -log10 of the dose in mol/kg body weight (higher means more acutely toxic). (3) The drug is CCCOP(=O)(CC)SCCC. The rat oral LD50 is 5.07, given as -log10 of the dose in mol/kg body weight (higher means more acutely toxic). (4) The drug is CCN(CC)CC. The rat oral LD50 is 2.34, given as -log10 of the dose in mol/kg body weight (higher means more acutely toxic). (5) The rat oral LD50 is 5.40, given as -log10 of the dose in mol/kg body weight (higher means more acutely toxic). The compound is O=[N+]([O-])c1cc(Br)cc2[nH]c(C(F)(F)F)nc12.